Task: Predict the reaction yield, written as a fraction of the theoretical maximum amount of product (1.0 means a 100% yield; for example, 0.34 means a 34% yield).. Dataset: Reaction yield outcomes from USPTO patents with 853,638 reactions (1) The reactants are [CH3:1][C:2]1[CH:7]=[CH:6][N:5]=[C:4]([NH:8][C:9](=[O:25])[C:10]2[CH:15]=[CH:14][C:13]([B:16]3[O:20][C:19]([CH3:22])([CH3:21])[C:18]([CH3:24])([CH3:23])[O:17]3)=[CH:12][CH:11]=2)[CH:3]=1.[CH2:26](C1C=CN=C(N)C=1)[CH2:27]C. No catalyst specified. The product is [CH2:1]([C:2]1[CH:7]=[CH:6][N:5]=[C:4]([NH:8][C:9](=[O:25])[C:10]2[CH:11]=[CH:12][C:13]([B:16]3[O:20][C:19]([CH3:21])([CH3:22])[C:18]([CH3:24])([CH3:23])[O:17]3)=[CH:14][CH:15]=2)[CH:3]=1)[CH2:26][CH3:27]. The yield is 0.541. (2) The reactants are [Cl-].[Li+].[OH-:3].[K+].C(Br)(Br)Br.[CH:9]([C:12]1[CH:19]=[CH:18][C:15]([CH:16]=[O:17])=[CH:14][CH:13]=1)([CH3:11])[CH3:10].Cl.[O:21]1[CH2:26]COCC1. No catalyst specified. The product is [OH:17][CH:16]([C:15]1[CH:14]=[CH:13][C:12]([CH:9]([CH3:11])[CH3:10])=[CH:19][CH:18]=1)[C:26]([OH:21])=[O:3]. The yield is 0.730. (3) The reactants are [NH2:1][C@@:2]1([C:14]2[CH:19]=[CH:18][CH:17]=[CH:16][C:15]=2[F:20])[CH2:6][O:5][C@H:4]([CH3:7])[C@H:3]1[CH:8]([OH:13])[C:9]([F:12])([F:11])[F:10].[C:21]([N:29]=[C:30]=[S:31])(=[O:28])[C:22]1[CH:27]=[CH:26][CH:25]=[CH:24][CH:23]=1. The catalyst is C(Cl)Cl.CCOC(C)=O. The product is [C:21]([NH:29][C:30]([NH:1][C@:2]1([C:14]2[CH:19]=[CH:18][CH:17]=[CH:16][C:15]=2[F:20])[C@H:3]([CH:8]([OH:13])[C:9]([F:12])([F:10])[F:11])[C@@H:4]([CH3:7])[O:5][CH2:6]1)=[S:31])(=[O:28])[C:22]1[CH:27]=[CH:26][CH:25]=[CH:24][CH:23]=1. The yield is 0.870. (4) The reactants are C1(C)C=CC=CC=1.[CH2:8]([N:10]1[C:14](=O)[CH2:13][O:12][C:11]1=[S:16])[CH3:9].COC1C=CC(P2(SP(C3C=CC(OC)=CC=3)(=S)S2)=[S:26])=CC=1. The catalyst is C(OCC)(=O)C. The product is [CH2:8]([N:10]1[C:14](=[S:26])[CH2:13][O:12][C:11]1=[S:16])[CH3:9]. The yield is 0.940. (5) The reactants are C1(C=O)CC1.[CH:6]1([CH:9]=[N:10][S:11]([C:13]([CH3:16])([CH3:15])[CH3:14])=[O:12])[CH2:8][CH2:7]1. The catalyst is C(Cl)Cl.[O-]S([O-])(=O)=O.[Cu+2]. The product is [CH:6]1([CH:9]=[N:10][S@:11]([C:13]([CH3:16])([CH3:15])[CH3:14])=[O:12])[CH2:7][CH2:8]1. The yield is 0.950. (6) The reactants are [Na].[C:2]([C:4]1[C:5]([S-:15])=[N:6][S:7][C:8]=1[NH:9][C:10]([O:12][CH2:13][CH3:14])=[O:11])#[N:3].I[CH2:17][CH2:18][CH2:19][CH2:20][CH3:21]. The catalyst is O1CCCC1. The product is [CH2:13]([O:12][C:10](=[O:11])[NH:9][C:8]1[S:7][N:6]=[C:5]([S:15][CH2:17][CH2:18][CH2:19][CH2:20][CH3:21])[C:4]=1[C:2]#[N:3])[CH3:14]. The yield is 0.420. (7) The reactants are Br[C:2]1[C:10]2[C:5](=[N:6][CH:7]=[CH:8][CH:9]=2)[NH:4][N:3]=1.[CH3:11][N:12](C)C(=O)C. The catalyst is C(=O)(O)[O-].[Na+].[C-]#N.[Zn+2].[C-]#N.C1C=CC(/C=C/C(/C=C/C2C=CC=CC=2)=O)=CC=1.C1C=CC(/C=C/C(/C=C/C2C=CC=CC=2)=O)=CC=1.C1C=CC(/C=C/C(/C=C/C2C=CC=CC=2)=O)=CC=1.[Pd].[Pd].C1(P(C2C=CC=CC=2)[C-]2C=CC=C2)C=CC=CC=1.[C-]1(P(C2C=CC=CC=2)C2C=CC=CC=2)C=CC=C1.[Fe+2].[Zn]. The product is [NH:4]1[C:5]2=[N:6][CH:7]=[CH:8][CH:9]=[C:10]2[C:2]([C:11]#[N:12])=[N:3]1. The yield is 0.640.